Dataset: Peptide-MHC class II binding affinity with 134,281 pairs from IEDB. Task: Regression. Given a peptide amino acid sequence and an MHC pseudo amino acid sequence, predict their binding affinity value. This is MHC class II binding data. (1) The peptide sequence is GRLEYCLKDRMNFDI. The MHC is DRB1_0401 with pseudo-sequence DRB1_0401. The binding affinity (normalized) is 0.369. (2) The binding affinity (normalized) is 0.170. The peptide sequence is NDNNLYKLHGGHVSC. The MHC is DRB1_0802 with pseudo-sequence DRB1_0802. (3) The peptide sequence is PAAEYWNSQKEVLER. The binding affinity (normalized) is 0.0638. The MHC is DRB1_0401 with pseudo-sequence DRB1_0401. (4) The peptide sequence is VIPEGWKADTAYESK. The binding affinity (normalized) is 0.715. The MHC is DRB1_1001 with pseudo-sequence DRB1_1001.